This data is from Reaction yield outcomes from USPTO patents with 853,638 reactions. The task is: Predict the reaction yield, written as a fraction of the theoretical maximum amount of product (1.0 means a 100% yield; for example, 0.34 means a 34% yield). (1) The reactants are O=C1C2C(=CC=CC=2)C(=O)[N:3]1[CH2:12][C:13]1[O:17][C:16]([C:18]2[C:23]([C:24]#[N:25])=[C:22]([C:26]3[CH:31]=[CH:30][C:29]([OH:32])=[CH:28][CH:27]=3)[N:21]=[C:20]3[NH:33][N:34]=[CH:35][C:19]=23)=[CH:15][CH:14]=1.O.NN. The catalyst is C(O)C. The product is [NH2:3][CH2:12][C:13]1[O:17][C:16]([C:18]2[C:23]([C:24]#[N:25])=[C:22]([C:26]3[CH:31]=[CH:30][C:29]([OH:32])=[CH:28][CH:27]=3)[N:21]=[C:20]3[NH:33][N:34]=[CH:35][C:19]=23)=[CH:15][CH:14]=1. The yield is 0.220. (2) The reactants are CO[C:3]([CH:5]1[CH2:9][S:8][CH2:7][C:6]1(O)[C:10]([OH:12])=[O:11])=[O:4]. The catalyst is C(OC(=O)C)(=O)C. The product is [S:8]1[CH2:7][C:6]2[C:10]([O:12][C:3](=[O:4])[C:5]=2[CH2:9]1)=[O:11]. The yield is 0.260. (3) The reactants are [OH:1][C@H:2]([C:34]1[CH:39]=[CH:38][CH:37]=[CH:36][CH:35]=1)[CH2:3][NH:4][C:5]1[CH:10]=[CH:9][C:8]([CH2:11][CH2:12][NH:13][CH2:14][C@H:15]([OH:33])[C:16]2[CH:21]=[CH:20][C:19]([O:22]CC3C=CC=CC=3)=[C:18]([NH:30][CH:31]=[O:32])[CH:17]=2)=[CH:7][CH:6]=1.C. The catalyst is C(O)C. The product is [OH:1][C@H:2]([C:34]1[CH:35]=[CH:36][CH:37]=[CH:38][CH:39]=1)[CH2:3][NH:4][C:5]1[CH:10]=[CH:9][C:8]([CH2:11][CH2:12][NH:13][CH2:14][C@H:15]([OH:33])[C:16]2[CH:21]=[CH:20][C:19]([OH:22])=[C:18]([NH:30][CH:31]=[O:32])[CH:17]=2)=[CH:7][CH:6]=1. The yield is 0.910. (4) The reactants are [OH:1][CH2:2][CH:3]([CH2:6][OH:7])[CH2:4][OH:5].CO[C:10](OC)([CH3:12])[CH3:11].C(N(CC)CC)C. The catalyst is C1COCC1.O.C1(C)C=CC(S(O)(=O)=O)=CC=1. The product is [CH3:11][C:10]1([CH3:12])[O:5][CH2:4][CH:3]([CH2:6][OH:7])[CH2:2][O:1]1. The yield is 0.730.